From a dataset of Reaction yield outcomes from USPTO patents with 853,638 reactions. Predict the reaction yield, written as a fraction of the theoretical maximum amount of product (1.0 means a 100% yield; for example, 0.34 means a 34% yield). (1) The reactants are [Cl-].O[NH3+:3].[C:4](=[O:7])([O-])[OH:5].[Na+].CS(C)=O.[O:13]=[C:14]1[C:19]([CH2:20][C:21]2[CH:26]=[CH:25][C:24]([C:27]3[C:28]([C:33]#[N:34])=[CH:29][CH:30]=[CH:31][CH:32]=3)=[CH:23][CH:22]=2)=[C:18]([CH2:35][CH2:36][CH3:37])[N:17]2[N:38]=[CH:39][N:40]=[C:16]2[N:15]1[C:41]1[CH:45]=[CH:44][S:43][CH:42]=1. The catalyst is C(OCC)(=O)C. The product is [O:7]=[C:4]1[O:5][N:3]=[C:33]([C:28]2[CH:29]=[CH:30][CH:31]=[CH:32][C:27]=2[C:24]2[CH:25]=[CH:26][C:21]([CH2:20][C:19]3[C:14](=[O:13])[N:15]([C:41]4[CH:45]=[CH:44][S:43][CH:42]=4)[C:16]4[N:17]([N:38]=[CH:39][N:40]=4)[C:18]=3[CH2:35][CH2:36][CH3:37])=[CH:22][CH:23]=2)[NH:34]1. The yield is 0.330. (2) The reactants are [NH:1]1[CH:5]=[CH:4][C:3]([C:6]([O:8][CH3:9])=[O:7])=[CH:2]1.[Br:10]N1C(=O)CCC1=O.O. The catalyst is O1CCCC1.N1C=CC=CC=1. The product is [Br:10][C:5]1[NH:1][CH:2]=[C:3]([C:6]([O:8][CH3:9])=[O:7])[CH:4]=1. The yield is 0.620. (3) The reactants are Br[CH2:2][CH2:3][O:4][C:5]1[CH:6]=[CH:7][C:8]([C:21]2[NH:30][C:29](=[O:31])[C:28]3[C:23](=[CH:24][C:25]([O:34][CH3:35])=[CH:26][C:27]=3[O:32][CH3:33])[N:22]=2)=[N:9][C:10]=1[C:11]1[CH:16]=[CH:15][CH:14]=[C:13]([S:17]([CH3:20])(=[O:19])=[O:18])[CH:12]=1.[CH:36]([NH2:39])([CH3:38])[CH3:37]. The catalyst is CS(C)=O. The product is [CH:36]([NH:39][CH2:2][CH2:3][O:4][C:5]1[CH:6]=[CH:7][C:8]([C:21]2[NH:30][C:29](=[O:31])[C:28]3[C:23](=[CH:24][C:25]([O:34][CH3:35])=[CH:26][C:27]=3[O:32][CH3:33])[N:22]=2)=[N:9][C:10]=1[C:11]1[CH:16]=[CH:15][CH:14]=[C:13]([S:17]([CH3:20])(=[O:19])=[O:18])[CH:12]=1)([CH3:38])[CH3:37]. The yield is 0.910. (4) The reactants are Br[C:2]1[CH:3]=[C:4]2[C:9](=[CH:10][CH:11]=1)[CH:8]=[C:7]([O:12][Si:13]([C:16]([CH3:19])([CH3:18])[CH3:17])([CH3:15])[CH3:14])[CH:6]=[CH:5]2.[CH2:20]([NH:24][C:25](=[O:34])[O:26][CH2:27][C:28]1[CH:33]=[CH:32][CH:31]=[CH:30][CH:29]=1)[CH2:21][C:22]#[CH:23].C(N(CC)CC)C. The catalyst is C1COCC1.Cl[Pd](Cl)([P](C1C=CC=CC=1)(C1C=CC=CC=1)C1C=CC=CC=1)[P](C1C=CC=CC=1)(C1C=CC=CC=1)C1C=CC=CC=1.[Cu]I. The product is [Si:13]([O:12][C:7]1[CH:8]=[C:9]2[C:4](=[CH:5][CH:6]=1)[CH:3]=[C:2]([C:23]#[C:22][CH2:21][CH2:20][NH:24][C:25](=[O:34])[O:26][CH2:27][C:28]1[CH:33]=[CH:32][CH:31]=[CH:30][CH:29]=1)[CH:11]=[CH:10]2)([C:16]([CH3:19])([CH3:18])[CH3:17])([CH3:15])[CH3:14]. The yield is 0.380.